Dataset: Full USPTO retrosynthesis dataset with 1.9M reactions from patents (1976-2016). Task: Predict the reactants needed to synthesize the given product. (1) Given the product [CH:8]1([NH:12][C:13]2[N:18]=[C:17]3[CH2:19][N:20]([C:2](=[O:1])[CH3:4])[CH2:21][CH2:22][C:16]3=[N:15][C:14]=2[N:23]2[CH2:28][CH2:27][CH:26]([O:29][C:30]3[CH:35]=[CH:34][C:33]([O:36][CH3:37])=[CH:32][C:31]=3[F:38])[CH2:25][CH2:24]2)[CH2:9][CH2:10][CH2:11]1.[C:2]([OH:3])([C:4]([F:7])([F:6])[F:5])=[O:1], predict the reactants needed to synthesize it. The reactants are: [OH:1][C:2]([C:4]([F:7])([F:6])[F:5])=[O:3].[CH:8]1([NH:12][C:13]2[N:18]=[C:17]3[CH2:19][NH:20][CH2:21][CH2:22][C:16]3=[N:15][C:14]=2[N:23]2[CH2:28][CH2:27][CH:26]([O:29][C:30]3[CH:35]=[CH:34][C:33]([O:36][CH3:37])=[CH:32][C:31]=3[F:38])[CH2:25][CH2:24]2)[CH2:11][CH2:10][CH2:9]1.C(OC(=O)C)(=O)C.N1C=CC=CC=1. (2) Given the product [Br:6][C:7]1[N:12]=[C:11]([C:13](=[O:15])[CH2:4][C:3]#[N:5])[CH:10]=[CH:9][CH:8]=1, predict the reactants needed to synthesize it. The reactants are: [H-].[Na+].[C:3](#[N:5])[CH3:4].[Br:6][C:7]1[N:12]=[C:11]([C:13]([O:15]CC)=O)[CH:10]=[CH:9][CH:8]=1. (3) Given the product [Cl:1][C:2]1[CH:7]=[CH:6][CH:5]=[CH:4][C:3]=1[C:8]1[C:9]([C:34]([OH:36])=[O:35])=[CH:10][C:11]([C:14]2[CH:15]=[CH:16][C:17]3[O:21][C:20]([C:22]4[CH:23]=[CH:24][C:25]([F:28])=[CH:26][CH:27]=4)=[C:19]([C:29](=[O:32])[NH:30][CH3:31])[C:18]=3[CH:33]=2)=[C:12]([CH3:38])[CH:13]=1, predict the reactants needed to synthesize it. The reactants are: [Cl:1][C:2]1[CH:7]=[CH:6][CH:5]=[CH:4][C:3]=1[C:8]1[C:9]([C:34]([O:36]C)=[O:35])=[CH:10][C:11]([C:14]2[CH:15]=[CH:16][C:17]3[O:21][C:20]([C:22]4[CH:27]=[CH:26][C:25]([F:28])=[CH:24][CH:23]=4)=[C:19]([C:29](=[O:32])[NH:30][CH3:31])[C:18]=3[CH:33]=2)=[CH:12][CH:13]=1.[CH3:38]O.[OH-].[Na+].Cl. (4) Given the product [Si:44]([O:51][C@@H:52]1[CH2:53][CH2:54][C@H:55]([C:58]([OH:69])([CH:33]([C@H:30]2[CH2:31][CH2:32][C@@H:27]([O:26][Si:19]([C:22]([CH3:25])([CH3:24])[CH3:23])([CH3:21])[CH3:20])[CH2:28][CH2:29]2)[C:34]([O:36][CH2:37][C:38]2[CH:43]=[CH:42][CH:41]=[CH:40][CH:39]=2)=[O:35])[C:59]([O:61][CH2:62][C:63]2[CH:64]=[CH:65][CH:66]=[CH:67][CH:68]=2)=[O:60])[CH2:56][CH2:57]1)([C:47]([CH3:50])([CH3:49])[CH3:48])([CH3:46])[CH3:45], predict the reactants needed to synthesize it. The reactants are: C([Li])CCC.CCCCCC.C(NC(C)C)(C)C.[Si:19]([O:26][C@@H:27]1[CH2:32][CH2:31][C@H:30]([CH2:33][C:34]([O:36][CH2:37][C:38]2[CH:43]=[CH:42][CH:41]=[CH:40][CH:39]=2)=[O:35])[CH2:29][CH2:28]1)([C:22]([CH3:25])([CH3:24])[CH3:23])([CH3:21])[CH3:20].[Si:44]([O:51][C@@H:52]1[CH2:57][CH2:56][C@H:55]([C:58](=[O:69])[C:59]([O:61][CH2:62][C:63]2[CH:68]=[CH:67][CH:66]=[CH:65][CH:64]=2)=[O:60])[CH2:54][CH2:53]1)([C:47]([CH3:50])([CH3:49])[CH3:48])([CH3:46])[CH3:45].